The task is: Regression/Classification. Given a drug SMILES string, predict its absorption, distribution, metabolism, or excretion properties. Task type varies by dataset: regression for continuous measurements (e.g., permeability, clearance, half-life) or binary classification for categorical outcomes (e.g., BBB penetration, CYP inhibition). Dataset: cyp2d6_veith.. This data is from CYP2D6 inhibition data for predicting drug metabolism from PubChem BioAssay. (1) The drug is CC1Cc2ccccc2N1C(=O)c1cc2c(=O)n3ccccc3nc2n1C. The result is 0 (non-inhibitor). (2) The drug is CN(C)c1ncc2nc(-c3ccccc3)c(=O)n(C)c2n1. The result is 0 (non-inhibitor). (3) The molecule is CC(C)(CO)N1CCN(C(=S)Nc2ccccc2)CC1. The result is 0 (non-inhibitor). (4) The drug is CC1CCN(C(=S)c2ccc(O)cc2)CC1. The result is 0 (non-inhibitor). (5) The drug is Cc1ccc(-c2cc(C(F)F)n3ncc(C(=O)Nc4c(C)nn(Cc5c(Cl)cccc5Cl)c4C)c3n2)cc1. The result is 0 (non-inhibitor). (6) The compound is CC(C)c1ccc2c(c1)c(SC(C)(C)C)c(CC(C)(C)C(=O)O)n2Cc1ccc(Cl)cc1. The result is 0 (non-inhibitor). (7) The drug is COC(=O)CNC(=O)CCCCC(=O)NCC(=O)OC. The result is 0 (non-inhibitor). (8) The compound is COc1ccccc1-c1ccc2ncnc(Nc3ccccc3)c2c1. The result is 1 (inhibitor).